From a dataset of Experimentally validated miRNA-target interactions with 360,000+ pairs, plus equal number of negative samples. Binary Classification. Given a miRNA mature sequence and a target amino acid sequence, predict their likelihood of interaction. (1) The miRNA is hsa-miR-215-5p with sequence AUGACCUAUGAAUUGACAGAC. The protein sequence of the target gene is MTRRCMPARPGFPSSPAPGSSPPRCHLRPGSTAHAAAGKRTESPGDRKQSIIDFFKPASKQDRHMLDSPQKSNIKYGGSRLSITGTEQFERKLSSPKESKPKRVPPEKSPIIEAFMKGVKEHHEDHGIHESRRPCLSLASKYLAKGTNIYVPSSYHLPKEMKSLKKKHRSPERRKSLFIHENNEKNDRDRGKTNADSKKQTTVAEADIFNNSSRSLSSRSSLSRHHPEESPLGAKFQLSLASYCRERELKRLRKEQMEQRINSENSFSEASSLSLKSSIERKYKPRQEQRKQNDIIPGKN.... Result: 1 (interaction). (2) The miRNA is hsa-miR-432-5p with sequence UCUUGGAGUAGGUCAUUGGGUGG. The protein sequence of the target gene is MAEMEKEGRPPENKRSRKPAHPVKREINEEMKNFAENTMNELLGWYGYDKVELKDGEDIEFRSYPTDGESRQHISVLKENSLPKPKLPEDSVISPYNISTGYSGLATGNGLSDSPAGSKDHGSVPIIVPLIPPPFIKPPAEDDVSNVQIMCAWCQKVGIKRYSLSMGSEVKSFCSEKCFAACRRAYFKRNKARDEDGHAENFPQQHYAKETPRLAFKNNCELLVCDWCKHIRHTKEYLDFGDGERRLQFCSAKCLNQYKMDIFYKETQANLPAGLCSTLHPPMENKAEGTGVQLLTPDSW.... Result: 1 (interaction). (3) The miRNA is hsa-miR-3187-3p with sequence UUGGCCAUGGGGCUGCGCGG. The protein sequence of the target gene is MRNIFKRNQEPIVAPATTTATMPIGPVDNSTESGGAGESQEDMFAKLKEKLFNEINKIPLPPWALIAIAVVAGLLLLTCCFCICKKCCCKKKKNKKEKGKGMKNAMNMKDMKGGQDDDDAETGLTEGEGEGEEEKEPENLGKLQFSLDYDFQANQLTVGVLQAAELPALDMGGTSDPYVKVFLLPDKKKKYETKVHRKTLNPAFNETFTFKVPYQELGGKTLVMAIYDFDRFSKHDIIGEVKVPMNTVDLGQPIEEWRDLQGGEKEEPEKLGDICTSLRYVPTAGKLTVCILEAKNLKKM.... Result: 1 (interaction). (4) The miRNA is mmu-miR-540-3p with sequence AGGUCAGAGGUCGAUCCUGG. The protein sequence of the target gene is MSNPSPQVPEEEASTSVCRPKSSMASTSRRQRRERRFRRYLSAGRLVRAQALLQRHPGLDVDAGQPPPLHRACARHDAPALCLLLRLGADPAHQDRHGDTALHAAARQGPDAYTDFFLPLLSRCPSAMGIKNKDGETPGQILGWGPPWDSAEEEEEDDASKEREWRQKLQGELEDEWQEVMGRFEGDASHETQEPESFSAWSDRLAREHAQKCQQQQREAEGSCRPPRAEGSSQSWRQQEEEQRLFRERARAKEEELRESRARRAQEALGDREPKPTRAGPREEHPRGAGRGSLWRFGDV.... Result: 0 (no interaction). (5) The miRNA is rno-miR-193a-3p with sequence AACUGGCCUACAAAGUCCCAGU. The protein sequence of the target gene is MKRRASDRGAGETSANAKALGTGIAGNNAKRAGPFVLGPRLGNSPVPSIVQCLARKDGTDDFYQLKILTLEERGEQGIESQEERQGKMLLHTEYSLLSLLHTQDGVVHHHGLFQDRTCEAVEDTESGRMVKKMKKRICLVLDCLCAHDFSDKTADLINLQHYVIKEKRLSERETVVIFYDVVRVVEALHQKNIVHRDLKLGNMVLNKRTHRITITNFCLGKHLVSEGDLLKDQRGSPAYISPDVLSGRPYRGKPSDMWALGVVLFTMLYGQFPFYDSIPQELFRKIKAAEYTIPEDGRVS.... Result: 0 (no interaction). (6) The miRNA is hsa-miR-331-3p with sequence GCCCCUGGGCCUAUCCUAGAA. The protein sequence of the target gene is MMLIPMASVMAVTEPKWVSVWSRFLWVTLLSMVLGSLLALLLPLGAVEEQCLAVLKGLYLLRSKPDRAQHAATKCTSPSTELSITSRGATLLVAKTKASPAGKLEARAALNQALEMKRQGKREKAQKLFMHALKMDPDFVDALTEFGIFSEEDKDIIQADYLYTRALTISPYHEKALVNRDRTLPLVEEIDQRYFSIIDSKVKKVMSIPKGNSALRRVMEETYYHHIYHTVAIEGNTLTLSEIRHILETRYAVPGKSLEEQNEVIGMHAAMKYINTTLVSRIGSVTISDVLEIHRRVLGY.... Result: 0 (no interaction).